Dataset: Reaction yield outcomes from USPTO patents with 853,638 reactions. Task: Predict the reaction yield, written as a fraction of the theoretical maximum amount of product (1.0 means a 100% yield; for example, 0.34 means a 34% yield). (1) The reactants are [Cl:1][C:2]1[S:6][C:5]([C:7]2[N:12]=[C:11]3[CH2:13][CH2:14][CH2:15][C:10]3=[C:9]([NH:16][C:17]3[CH:22]=[CH:21][C:20]([CH2:23][C:24]([O:26]CC)=O)=[CH:19][CH:18]=3)[CH:8]=2)=[CH:4][CH:3]=1.[NH3:29]. The catalyst is CO. The product is [ClH:1].[Cl:1][C:2]1[S:6][C:5]([C:7]2[N:12]=[C:11]3[CH2:13][CH2:14][CH2:15][C:10]3=[C:9]([NH:16][C:17]3[CH:18]=[CH:19][C:20]([CH2:23][C:24]([NH2:29])=[O:26])=[CH:21][CH:22]=3)[CH:8]=2)=[CH:4][CH:3]=1. The yield is 0.240. (2) The reactants are [F:1][C:2]1[CH:7]=[CH:6][CH:5]=[CH:4][C:3]=1[N:8]1[C:12]([C:13]2[CH:18]=[CH:17][CH:16]=[CH:15][C:14]=2[C:19]2[CH:24]=[CH:23][CH:22]=[CH:21][C:20]=2O)=[N:11][N:10]=[N:9]1.[C:26]1(C)C=CC=CC=1B(O)O. No catalyst specified. The product is [F:1][C:2]1[CH:7]=[CH:6][CH:5]=[CH:4][C:3]=1[N:8]1[C:12]([C:13]2[CH:18]=[CH:17][CH:16]=[CH:15][C:14]=2[C:19]2[CH:24]=[CH:23][CH:22]=[CH:21][C:20]=2[CH3:26])=[N:11][N:10]=[N:9]1. The yield is 0.350. (3) The reactants are [CH3:1][C:2]1([CH3:8])[CH2:4][CH:3]1[C:5](O)=[O:6].CN(C)C=O.C(Cl)(=O)C(Cl)=O.Cl.[NH2:21][C:22]1[N:23]=[C:24]2[CH:29]=[CH:28][C:27]([O:30][C:31]3[CH:32]=[CH:33][C:34]([F:47])=[C:35]([NH:37][C:38]([C:40]4[N:44]([CH3:45])[N:43]=[C:42]([CH3:46])[CH:41]=4)=[O:39])[CH:36]=3)=[N:26][N:25]2[CH:48]=1. The catalyst is CN(C)C(=O)C.O1CCCC1. The product is [CH3:1][C:2]1([CH3:8])[CH2:4][CH:3]1[C:5]([NH:21][C:22]1[N:23]=[C:24]2[CH:29]=[CH:28][C:27]([O:30][C:31]3[CH:32]=[CH:33][C:34]([F:47])=[C:35]([NH:37][C:38]([C:40]4[N:44]([CH3:45])[N:43]=[C:42]([CH3:46])[CH:41]=4)=[O:39])[CH:36]=3)=[N:26][N:25]2[CH:48]=1)=[O:6]. The yield is 0.160. (4) The reactants are [F:1][C:2]1[CH:7]=[CH:6][C:5]([C:8]([C:10]2[CH:15]=[C:14]([O:16][C:17]([F:22])([F:21])[CH:18]([F:20])[F:19])[CH:13]=[C:12]([F:23])[CH:11]=2)=O)=[CH:4][C:3]=1[O:24][CH:25]([CH3:27])[CH3:26].Cl.[NH2:29][OH:30]. The catalyst is N1C=CC=CC=1. The product is [F:1][C:2]1[CH:7]=[CH:6][C:5]([C:8]([C:10]2[CH:15]=[C:14]([O:16][C:17]([F:22])([F:21])[CH:18]([F:20])[F:19])[CH:13]=[C:12]([F:23])[CH:11]=2)=[N:29][OH:30])=[CH:4][C:3]=1[O:24][CH:25]([CH3:27])[CH3:26]. The yield is 0.770. (5) The reactants are [CH3:1][O:2][C:3](=[O:20])[C@H:4]([CH3:19])[CH2:5][N:6]1[CH2:11][CH2:10][N:9](C(OC(C)(C)C)=O)[CH2:8][CH2:7]1.C(O)(C(F)(F)F)=O. The catalyst is C(Cl)Cl. The product is [CH3:19][C@H:4]([CH2:5][N:6]1[CH2:11][CH2:10][NH:9][CH2:8][CH2:7]1)[C:3]([O:2][CH3:1])=[O:20]. The yield is 0.920.